This data is from Catalyst prediction with 721,799 reactions and 888 catalyst types from USPTO. The task is: Predict which catalyst facilitates the given reaction. Reactant: [CH3:1][C:2]1[O:6][C:5]([C:7]2[S:8][C:9]([CH3:12])=[CH:10][CH:11]=2)=[N:4][C:3]=1[CH2:13][C:14](O)=[O:15]. Product: [CH3:1][C:2]1[O:6][C:5]([C:7]2[S:8][C:9]([CH3:12])=[CH:10][CH:11]=2)=[N:4][C:3]=1[CH2:13][CH2:14][OH:15]. The catalyst class is: 1.